Task: Predict the product of the given reaction.. Dataset: Forward reaction prediction with 1.9M reactions from USPTO patents (1976-2016) (1) Given the reactants [C:1]([OH:6])(=[O:5])[C:2]([OH:4])=[O:3].S([O-])([O-])(=O)=O.[Nd+3:12].S([O-])([O-])(=O)=O.S([O-])([O-])(=O)=O.[Nd+3], predict the reaction product. The product is: [C:1]([O-:6])(=[O:5])[C:2]([O-:4])=[O:3].[Nd+3:12].[C:1]([O-:6])(=[O:5])[C:2]([O-:4])=[O:3].[C:1]([O-:6])(=[O:5])[C:2]([O-:4])=[O:3].[Nd+3:12]. (2) Given the reactants [CH3:1][N:2]([CH3:18])[CH:3]1[C:12]2[CH2:11][O:10][C:9]([CH:13]=[CH2:14])=[CH:8][C:7]3=[CH:15][NH:16][CH:17]=[C:5]([C:6]=23)[CH2:4]1, predict the reaction product. The product is: [CH2:13]([C:9]1[O:10][CH2:11][C:12]2[CH:3]([N:2]([CH3:1])[CH3:18])[CH2:4][C:5]3=[CH:17][NH:16][CH:15]=[C:7]([C:6]=23)[CH:8]=1)[CH3:14]. (3) Given the reactants Cl.[F:2][C:3]1[CH:4]=[C:5]([CH:8]=[CH:9][C:10]=1[NH:11][S:12]([CH3:15])(=[O:14])=[O:13])[CH2:6][NH2:7].[C:16]([C:20]1[CH:29]=[CH:28][C:23]([CH2:24][N:25]=[C:26]=[O:27])=[CH:22][CH:21]=1)([CH3:19])([CH3:18])[CH3:17], predict the reaction product. The product is: [C:16]([C:20]1[CH:29]=[CH:28][C:23]([CH2:24][NH:25][C:26](=[O:27])[NH:7][CH2:6][C:5]2[CH:8]=[CH:9][C:10]([NH:11][S:12]([CH3:15])(=[O:14])=[O:13])=[C:3]([F:2])[CH:4]=2)=[CH:22][CH:21]=1)([CH3:19])([CH3:17])[CH3:18]. (4) Given the reactants [CH2:1]([NH:8][C:9](=[O:20])[C:10]1[CH:15]=[CH:14][CH:13]=[C:12]([O:16]C)[C:11]=1[O:18]C)[C:2]1[CH:7]=[CH:6][CH:5]=[CH:4][CH:3]=1.B(Br)(Br)Br, predict the reaction product. The product is: [CH2:1]([NH:8][C:9](=[O:20])[C:10]1[CH:15]=[CH:14][CH:13]=[C:12]([OH:16])[C:11]=1[OH:18])[C:2]1[CH:3]=[CH:4][CH:5]=[CH:6][CH:7]=1. (5) Given the reactants [CH3:1][O:2][C:3](=[O:22])[CH2:4][CH2:5][C:6]1[C:7](=[O:21])[N:8]([CH2:11][C:12]2[CH:17]=[CH:16][C:15]([N+:18]([O-])=O)=[CH:14][CH:13]=2)[CH2:9][CH:10]=1.C(O)(=O)C, predict the reaction product. The product is: [CH3:1][O:2][C:3](=[O:22])[CH2:4][CH2:5][C:6]1[C:7](=[O:21])[N:8]([CH2:11][C:12]2[CH:13]=[CH:14][C:15]([NH2:18])=[CH:16][CH:17]=2)[CH2:9][CH:10]=1. (6) Given the reactants [NH2:1][CH2:2][CH2:3][NH:4][C:5]([C:7]1[N:15]=[C:14]2[C:10]([N:11]=[CH:12][N:13]2[C@H:16]2[C@H:20]([OH:21])[C@H:19]([OH:22])[C@@H:18]([C:23]([NH:25][CH2:26][CH3:27])=[O:24])[O:17]2)=[C:9]([NH:28][CH2:29][CH:30]([C:37]2[CH:42]=[CH:41][CH:40]=[CH:39][CH:38]=2)[C:31]2[CH:36]=[CH:35][CH:34]=[CH:33][CH:32]=2)[N:8]=1)=[O:6].[CH:43]1([N:49]([CH:60]([CH3:62])[CH3:61])[CH2:50][CH2:51][NH:52][C:53](N2C=CN=C2)=[O:54])[CH2:48][CH2:47][CH2:46][CH2:45][CH2:44]1, predict the reaction product. The product is: [CH:43]1([N:49]([CH:60]([CH3:62])[CH3:61])[CH2:50][CH2:51][NH:52][C:53]([NH:1][CH2:2][CH2:3][NH:4][C:5]([C:7]2[N:15]=[C:14]3[C:10]([N:11]=[CH:12][N:13]3[C@H:16]3[C@H:20]([OH:21])[C@H:19]([OH:22])[C@@H:18]([C:23]([NH:25][CH2:26][CH3:27])=[O:24])[O:17]3)=[C:9]([NH:28][CH2:29][CH:30]([C:37]3[CH:42]=[CH:41][CH:40]=[CH:39][CH:38]=3)[C:31]3[CH:36]=[CH:35][CH:34]=[CH:33][CH:32]=3)[N:8]=2)=[O:6])=[O:54])[CH2:48][CH2:47][CH2:46][CH2:45][CH2:44]1. (7) Given the reactants [N:1]([C:4]1[CH:17]=[CH:16][C:7]([O:8][CH2:9][CH2:10][N:11]2[CH2:15][CH2:14][CH2:13][CH2:12]2)=[CH:6][CH:5]=1)=[C:2]=[S:3].[N:18]#[C:19][NH2:20].CC(C)([O-:24])C.[K+].Br[CH2:28][C:29]([C:31]1[CH:36]=[CH:35][CH:34]=[C:33]([F:37])[CH:32]=1)=[O:30], predict the reaction product. The product is: [C:7]([OH:24])(=[O:8])[CH3:16].[NH2:18][C:19]1[N:20]=[C:2]([NH:1][C:4]2[CH:5]=[CH:6][C:7]([O:8][CH2:9][CH2:10][N:11]3[CH2:12][CH2:13][CH2:14][CH2:15]3)=[CH:16][CH:17]=2)[S:3][C:28]=1[C:29]([C:31]1[CH:36]=[CH:35][CH:34]=[C:33]([F:37])[CH:32]=1)=[O:30]. (8) Given the reactants Br[CH2:2][C:3](=O)[CH2:4][C@@H:5]1[CH2:10][CH2:9][CH2:8][CH2:7][N:6]1C(OC(C)(C)C)=O.[F:19][C:20]1[CH:21]=[C:22]([CH3:27])[C:23]([NH2:26])=[N:24][CH:25]=1.C([O-])(O)=O.[Na+].[ClH:33].CC(O)C, predict the reaction product. The product is: [ClH:33].[ClH:33].[F:19][C:20]1[CH:21]=[C:22]([CH3:27])[C:23]2[N:24]([CH:2]=[C:3]([CH2:4][C@@H:5]3[CH2:10][CH2:9][CH2:8][CH2:7][NH:6]3)[N:26]=2)[CH:25]=1.